From a dataset of NCI-60 drug combinations with 297,098 pairs across 59 cell lines. Regression. Given two drug SMILES strings and cell line genomic features, predict the synergy score measuring deviation from expected non-interaction effect. Drug 1: CCC1=CC2CC(C3=C(CN(C2)C1)C4=CC=CC=C4N3)(C5=C(C=C6C(=C5)C78CCN9C7C(C=CC9)(C(C(C8N6C)(C(=O)OC)O)OC(=O)C)CC)OC)C(=O)OC.C(C(C(=O)O)O)(C(=O)O)O. Drug 2: CCCCCOC(=O)NC1=NC(=O)N(C=C1F)C2C(C(C(O2)C)O)O. Cell line: 786-0. Synergy scores: CSS=13.1, Synergy_ZIP=-0.714, Synergy_Bliss=-1.02, Synergy_Loewe=-27.4, Synergy_HSA=-0.539.